This data is from NCI-60 drug combinations with 297,098 pairs across 59 cell lines. The task is: Regression. Given two drug SMILES strings and cell line genomic features, predict the synergy score measuring deviation from expected non-interaction effect. (1) Drug 1: CC1=CC=C(C=C1)C2=CC(=NN2C3=CC=C(C=C3)S(=O)(=O)N)C(F)(F)F. Drug 2: CNC(=O)C1=NC=CC(=C1)OC2=CC=C(C=C2)NC(=O)NC3=CC(=C(C=C3)Cl)C(F)(F)F. Cell line: K-562. Synergy scores: CSS=-4.06, Synergy_ZIP=9.38, Synergy_Bliss=6.39, Synergy_Loewe=7.51, Synergy_HSA=-4.10. (2) Drug 1: CC1=CC=C(C=C1)C2=CC(=NN2C3=CC=C(C=C3)S(=O)(=O)N)C(F)(F)F. Drug 2: C1=CC=C(C(=C1)C(C2=CC=C(C=C2)Cl)C(Cl)Cl)Cl. Cell line: SF-295. Synergy scores: CSS=-1.75, Synergy_ZIP=1.19, Synergy_Bliss=1.59, Synergy_Loewe=-1.17, Synergy_HSA=-0.637. (3) Drug 1: CC1C(C(CC(O1)OC2CC(OC(C2O)C)OC3=CC4=CC5=C(C(=O)C(C(C5)C(C(=O)C(C(C)O)O)OC)OC6CC(C(C(O6)C)O)OC7CC(C(C(O7)C)O)OC8CC(C(C(O8)C)O)(C)O)C(=C4C(=C3C)O)O)O)O. Drug 2: CC(C)CN1C=NC2=C1C3=CC=CC=C3N=C2N. Cell line: SNB-19. Synergy scores: CSS=12.1, Synergy_ZIP=-0.298, Synergy_Bliss=-1.04, Synergy_Loewe=-2.07, Synergy_HSA=-0.721. (4) Drug 1: CC1C(C(=O)NC(C(=O)N2CCCC2C(=O)N(CC(=O)N(C(C(=O)O1)C(C)C)C)C)C(C)C)NC(=O)C3=C4C(=C(C=C3)C)OC5=C(C(=O)C(=C(C5=N4)C(=O)NC6C(OC(=O)C(N(C(=O)CN(C(=O)C7CCCN7C(=O)C(NC6=O)C(C)C)C)C)C(C)C)C)N)C. Drug 2: C1C(C(OC1N2C=NC3=C(N=C(N=C32)Cl)N)CO)O. Cell line: SK-MEL-5. Synergy scores: CSS=22.5, Synergy_ZIP=2.61, Synergy_Bliss=10.9, Synergy_Loewe=5.14, Synergy_HSA=6.66. (5) Drug 1: COC1=C(C=C2C(=C1)N=CN=C2NC3=CC(=C(C=C3)F)Cl)OCCCN4CCOCC4. Drug 2: CC1=C(C=C(C=C1)C(=O)NC2=CC(=CC(=C2)C(F)(F)F)N3C=C(N=C3)C)NC4=NC=CC(=N4)C5=CN=CC=C5. Cell line: HCC-2998. Synergy scores: CSS=5.23, Synergy_ZIP=0.431, Synergy_Bliss=5.30, Synergy_Loewe=-0.478, Synergy_HSA=-0.286. (6) Drug 1: CC12CCC3C(C1CCC2=O)CC(=C)C4=CC(=O)C=CC34C. Drug 2: C1CCC(C(C1)N)N.C(=O)(C(=O)[O-])[O-].[Pt+4]. Cell line: SK-MEL-2. Synergy scores: CSS=33.8, Synergy_ZIP=0.771, Synergy_Bliss=0.473, Synergy_Loewe=1.97, Synergy_HSA=0.759. (7) Drug 1: C1=CN(C=N1)CC(O)(P(=O)(O)O)P(=O)(O)O. Drug 2: CN(CCCl)CCCl.Cl. Cell line: CCRF-CEM. Synergy scores: CSS=16.9, Synergy_ZIP=14.5, Synergy_Bliss=15.5, Synergy_Loewe=-32.1, Synergy_HSA=-3.97.